Dataset: Peptide-MHC class II binding affinity with 134,281 pairs from IEDB. Task: Regression. Given a peptide amino acid sequence and an MHC pseudo amino acid sequence, predict their binding affinity value. This is MHC class II binding data. (1) The peptide sequence is KLLPVPPTVTIFKIS. The MHC is DRB3_0202 with pseudo-sequence DRB3_0202. The binding affinity (normalized) is 0.345. (2) The peptide sequence is AAATAGTTVYGYFAA. The MHC is HLA-DPA10103-DPB10601 with pseudo-sequence YAFFQFSGGAILNTLYLQFEYFDLEEVRMHLDVT. The binding affinity (normalized) is 0.127.